Task: Predict the reactants needed to synthesize the given product.. Dataset: Full USPTO retrosynthesis dataset with 1.9M reactions from patents (1976-2016) (1) Given the product [CH3:20][C:17]1[CH:16]=[CH:15][C:14]([C:12]2[CH:11]=[CH:10][N:9]=[C:8]([C:6]([NH:5][CH2:4][C:3]([OH:21])=[O:2])=[O:7])[CH:13]=2)=[CH:19][CH:18]=1, predict the reactants needed to synthesize it. The reactants are: C[O:2][C:3](=[O:21])[CH2:4][NH:5][C:6]([C:8]1[CH:13]=[C:12]([C:14]2[CH:19]=[CH:18][C:17]([CH3:20])=[CH:16][CH:15]=2)[CH:11]=[CH:10][N:9]=1)=[O:7].O.O[Li].O.Cl. (2) Given the product [CH2:9]1[CH:6]2[CH:1]([C:13]3[O:17][N:18]=[C:19]([NH2:24])[N:14]=3)[CH2:2][N:3]([CH2:4]2)[CH2:7]1, predict the reactants needed to synthesize it. The reactants are: [CH3:1][CH2:2][N:3]([CH:7]([CH3:9])C)[CH:4]([CH3:6])C.CN([C:13]([O:17][N:18]1N=NC2C=CC=[N:24][C:19]1=2)=[N+:14](C)C)C.F[P-](F)(F)(F)(F)F. (3) Given the product [Cl:1][C:2]1[CH:3]=[C:4]2[C:9](=[C:10]([Cl:31])[C:11]=1[O:12][C:13]1[CH:18]=[CH:17][C:16]([C:19](=[O:30])[NH:20][CH2:21][CH2:22][C:23]3[CH:28]=[CH:27][C:26]([Cl:29])=[CH:25][CH:24]=3)=[CH:15][CH:14]=1)[O:8][CH2:7][CH2:6][CH:5]2[C:32]([O-:34])=[O:33].[Na+:37], predict the reactants needed to synthesize it. The reactants are: [Cl:1][C:2]1[CH:3]=[C:4]2[C:9](=[C:10]([Cl:31])[C:11]=1[O:12][C:13]1[CH:18]=[CH:17][C:16]([C:19](=[O:30])[NH:20][CH2:21][CH2:22][C:23]3[CH:28]=[CH:27][C:26]([Cl:29])=[CH:25][CH:24]=3)=[CH:15][CH:14]=1)[O:8][CH2:7][CH2:6][CH:5]2[C:32]([OH:34])=[O:33].C[O-].[Na+:37].CO.